Dataset: Peptide-MHC class I binding affinity with 185,985 pairs from IEDB/IMGT. Task: Regression. Given a peptide amino acid sequence and an MHC pseudo amino acid sequence, predict their binding affinity value. This is MHC class I binding data. (1) The peptide sequence is NHHPRARSM. The MHC is HLA-A26:02 with pseudo-sequence HLA-A26:02. The binding affinity (normalized) is 0.0847. (2) The peptide sequence is SVVRRAFPHCL. The MHC is Patr-B0101 with pseudo-sequence Patr-B0101. The binding affinity (normalized) is 0.0634. (3) The peptide sequence is TTAEFTVPK. The binding affinity (normalized) is 0.0847. The MHC is HLA-B08:03 with pseudo-sequence HLA-B08:03. (4) The peptide sequence is RVFPGDHFY. The MHC is HLA-A02:01 with pseudo-sequence HLA-A02:01. The binding affinity (normalized) is 0.0847. (5) The peptide sequence is YMLMGFQLK. The MHC is HLA-B15:17 with pseudo-sequence HLA-B15:17. The binding affinity (normalized) is 0.0847. (6) The peptide sequence is EVHYSGINY. The MHC is HLA-A02:06 with pseudo-sequence HLA-A02:06. The binding affinity (normalized) is 0.0847. (7) The binding affinity (normalized) is 0.191. The peptide sequence is IQRRTLDLL. The MHC is H-2-Kb with pseudo-sequence H-2-Kb. (8) The peptide sequence is RLRPGGKKKY. The MHC is HLA-A33:01 with pseudo-sequence HLA-A33:01. The binding affinity (normalized) is 0.0252. (9) The peptide sequence is GPEGPLGQL. The MHC is HLA-A01:01 with pseudo-sequence HLA-A01:01. The binding affinity (normalized) is 0.213.